From a dataset of Full USPTO retrosynthesis dataset with 1.9M reactions from patents (1976-2016). Predict the reactants needed to synthesize the given product. (1) Given the product [Br:39][C:35]1[C:34]([F:40])=[C:33]([C@H:14]2[C@H:13]([C:11]([NH:10][C:7]3[CH:8]=[CH:9][C:4]([C:3]([OH:43])=[O:2])=[CH:5][C:6]=3[O:41][CH3:42])=[O:12])[NH:17][C@@H:16]([CH2:18][C:19]([CH3:22])([CH3:21])[CH3:20])[C@@:15]32[C:30]2[C:25](=[CH:26][C:27]([Cl:31])=[CH:28][CH:29]=2)[NH:24][C:23]3=[O:32])[CH:38]=[CH:37][CH:36]=1, predict the reactants needed to synthesize it. The reactants are: C[O:2][C:3](=[O:43])[C:4]1[CH:9]=[CH:8][C:7]([NH:10][C:11]([C@@H:13]2[NH:17][C@@H:16]([CH2:18][C:19]([CH3:22])([CH3:21])[CH3:20])[C@:15]3([C:30]4[C:25](=[CH:26][C:27]([Cl:31])=[CH:28][CH:29]=4)[NH:24][C:23]3=[O:32])[C@H:14]2[C:33]2[CH:38]=[CH:37][CH:36]=[C:35]([Br:39])[C:34]=2[F:40])=[O:12])=[C:6]([O:41][CH3:42])[CH:5]=1.[OH-].[Na+].Cl. (2) The reactants are: [Cl-].[NH4+].[Cl:3][C:4]1[C:5]([O:20][C:21]2[CH:22]=[N:23][CH:24]=[CH:25][CH:26]=2)=[C:6]([N+:17]([O-])=O)[CH:7]=[CH:8][C:9]=1[O:10][C:11]1[CH:12]=[N:13][CH:14]=[CH:15][CH:16]=1. Given the product [Cl:3][C:4]1[C:5]([O:20][C:21]2[CH:22]=[N:23][CH:24]=[CH:25][CH:26]=2)=[C:6]([CH:7]=[CH:8][C:9]=1[O:10][C:11]1[CH:12]=[N:13][CH:14]=[CH:15][CH:16]=1)[NH2:17], predict the reactants needed to synthesize it.